Dataset: Catalyst prediction with 721,799 reactions and 888 catalyst types from USPTO. Task: Predict which catalyst facilitates the given reaction. (1) Reactant: [Cl:1][C:2]1[N:3]=[C:4]([N:22]2[CH2:27][CH2:26][O:25][CH2:24][CH2:23]2)[C:5]2[S:10][C:9]([CH2:11][N:12]([CH:17]3[CH2:21][CH2:20][NH:19][CH2:18]3)[S:13]([CH3:16])(=[O:15])=[O:14])=[CH:8][C:6]=2[N:7]=1.[CH:28](O)=O.C=O. Product: [Cl:1][C:2]1[N:3]=[C:4]([N:22]2[CH2:27][CH2:26][O:25][CH2:24][CH2:23]2)[C:5]2[S:10][C:9]([CH2:11][N:12]([CH:17]3[CH2:21][CH2:20][N:19]([CH3:28])[CH2:18]3)[S:13]([CH3:16])(=[O:14])=[O:15])=[CH:8][C:6]=2[N:7]=1. The catalyst class is: 74. (2) Reactant: [CH3:1][Si:2](N[Si:2]([CH3:4])([CH3:3])[CH3:1])([CH3:4])[CH3:3].C1COCC1.[C:15]([OH:21])(=[O:20])[CH2:16][CH2:17][CH:18]=[CH2:19]. Product: [C:15]([O:21][Si:2]([CH3:4])([CH3:3])[CH3:1])(=[O:20])[CH2:16][CH2:17][CH:18]=[CH2:19]. The catalyst class is: 11. (3) Reactant: [F:1][C:2]1[CH:7]=[CH:6][C:5]([C:8]2[C:16]([C:17](=[N:21][OH:22])[CH:18]([CH3:20])[CH3:19])=[C:11]3[CH:12]=[CH:13][CH:14]=[CH:15][N:10]3[N:9]=2)=[CH:4][CH:3]=1.C[Si]([N:27]=[C:28]=[O:29])(C)C.N1C=CC=CC=1. Product: [C:28]([O:22][N:21]=[C:17]([C:16]1[C:8]([C:5]2[CH:6]=[CH:7][C:2]([F:1])=[CH:3][CH:4]=2)=[N:9][N:10]2[CH:15]=[CH:14][CH:13]=[CH:12][C:11]=12)[CH:18]([CH3:19])[CH3:20])(=[O:29])[NH2:27]. The catalyst class is: 1.